This data is from Reaction yield outcomes from USPTO patents with 853,638 reactions. The task is: Predict the reaction yield, written as a fraction of the theoretical maximum amount of product (1.0 means a 100% yield; for example, 0.34 means a 34% yield). (1) The reactants are [N+](=[CH:3][C:4]([C:6]1[CH:10]=[C:9]([CH3:11])[O:8][N:7]=1)=[O:5])=[N-].FC(F)(F)C(O)=[O:15].O. The catalyst is C(OCC)C. The product is [OH:15][CH2:3][C:4]([C:6]1[CH:10]=[C:9]([CH3:11])[O:8][N:7]=1)=[O:5]. The yield is 0.610. (2) The reactants are [CH2:1]([N:3]([CH2:14][CH2:15][NH:16][C:17]([C:19]1[CH:28]=[CH:27][C:26]2[C:21](=[CH:22][CH:23]=[C:24]([I:29])[CH:25]=2)[N:20]=1)=[O:18])[CH2:4][CH2:5][O:6][C:7]1[C:8]([F:13])=[N:9][CH:10]=[CH:11][CH:12]=1)[CH3:2].[ClH:30].Cl.C(N(CCNC(C1C=NC2C(=CC=C(I)C=2)N=1)=O)CCOC1C(F)=NC=CC=1)C. No catalyst specified. The product is [ClH:30].[ClH:30].[CH2:1]([N:3]([CH2:14][CH2:15][NH:16][C:17]([C:19]1[CH:28]=[CH:27][C:26]2[C:21](=[CH:22][CH:23]=[C:24]([I:29])[CH:25]=2)[N:20]=1)=[O:18])[CH2:4][CH2:5][O:6][C:7]1[C:8]([F:13])=[N:9][CH:10]=[CH:11][CH:12]=1)[CH3:2]. The yield is 0.810. (3) The catalyst is O1CCOCC1. The reactants are Cl[C:2]1[N:11]=[C:10]([NH:12][CH2:13][C:14]2[CH:19]=[CH:18][CH:17]=[CH:16][N:15]=2)[C:9]2[C:4](=[CH:5][CH:6]=[CH:7][C:8]=2[C:20]2[CH:25]=[CH:24][CH:23]=[CH:22][CH:21]=2)[N:3]=1.C([Sn](CCCC)(CCCC)[C:31]([O:33][CH2:34][CH3:35])=[CH2:32])CCC. The product is [CH2:34]([O:33][C:31]([C:2]1[N:11]=[C:10]([NH:12][CH2:13][C:14]2[CH:19]=[CH:18][CH:17]=[CH:16][N:15]=2)[C:9]2[C:4](=[CH:5][CH:6]=[CH:7][C:8]=2[C:20]2[CH:25]=[CH:24][CH:23]=[CH:22][CH:21]=2)[N:3]=1)=[CH2:32])[CH3:35]. The yield is 0.850. (4) The product is [CH3:21][P:19]([C:16]1[CH:17]=[CH:18][C:13]([NH:12][C:4]2[N:3]=[C:2]([N:39]3[CH2:40][CH2:41][N:36]([C:30]4[CH:35]=[CH:34][CH:33]=[CH:32][CH:31]=4)[CH2:37][CH2:38]3)[C:7]([C:8]([F:11])([F:10])[F:9])=[CH:6][N:5]=2)=[CH:14][CH:15]=1)([CH3:22])=[O:20]. The catalyst is C(O)C. The reactants are Cl[C:2]1[C:7]([C:8]([F:11])([F:10])[F:9])=[CH:6][N:5]=[C:4]([NH:12][C:13]2[CH:18]=[CH:17][C:16]([P:19]([CH3:22])([CH3:21])=[O:20])=[CH:15][CH:14]=2)[N:3]=1.C(N(CC)CC)C.[C:30]1([N:36]2[CH2:41][CH2:40][NH:39][CH2:38][CH2:37]2)[CH:35]=[CH:34][CH:33]=[CH:32][CH:31]=1. The yield is 0.730. (5) The reactants are [F:1][C:2]1[C:7]([I:8])=[CH:6][CH:5]=[CH:4][C:3]=1[CH2:9][OH:10]. The catalyst is ClCCl.[O-2].[Mn+4].[O-2]. The product is [F:1][C:2]1[C:7]([I:8])=[CH:6][CH:5]=[CH:4][C:3]=1[CH:9]=[O:10]. The yield is 0.530. (6) The reactants are [N:1]12[CH2:8][CH2:7][C:4]([C:9]([C:17]3[CH:22]=[CH:21][CH:20]=[CH:19][CH:18]=3)([C:11]3[CH:16]=[CH:15][CH:14]=[CH:13][CH:12]=3)[OH:10])([CH2:5][CH2:6]1)[CH2:3][CH2:2]2.[Br:23][CH2:24][CH2:25][O:26][CH2:27][C:28]1[CH:33]=[CH:32][C:31]([C:34]([CH3:37])([CH3:36])[CH3:35])=[CH:30][CH:29]=1. The catalyst is CC#N.C(Cl)(Cl)Cl. The product is [Br-:23].[CH3:37][C:34]([C:31]1[CH:30]=[CH:29][C:28]([CH2:27][O:26][CH2:25][CH2:24][N+:1]23[CH2:6][CH2:5][C:4]([C:9]([OH:10])([C:17]4[CH:22]=[CH:21][CH:20]=[CH:19][CH:18]=4)[C:11]4[CH:12]=[CH:13][CH:14]=[CH:15][CH:16]=4)([CH2:3][CH2:2]2)[CH2:7][CH2:8]3)=[CH:33][CH:32]=1)([CH3:35])[CH3:36]. The yield is 0.160.